Dataset: Full USPTO retrosynthesis dataset with 1.9M reactions from patents (1976-2016). Task: Predict the reactants needed to synthesize the given product. Given the product [Cl:1][C:2]1[CH:3]=[C:4]([CH:13]([NH:22][S@@:20]([C:17]([CH3:19])([CH3:18])[CH3:16])=[O:21])[CH3:14])[CH:5]=[N:6][C:7]=1[O:8][CH2:9][CH:10]([F:12])[F:11], predict the reactants needed to synthesize it. The reactants are: [Cl:1][C:2]1[CH:3]=[C:4]([C:13](=O)[CH3:14])[CH:5]=[N:6][C:7]=1[O:8][CH2:9][CH:10]([F:12])[F:11].[CH3:16][C:17]([S@:20]([NH2:22])=[O:21])([CH3:19])[CH3:18].